Dataset: Full USPTO retrosynthesis dataset with 1.9M reactions from patents (1976-2016). Task: Predict the reactants needed to synthesize the given product. (1) Given the product [CH3:24][C:23]([C@H:25]1[C@@H:29]2[C@H:30]3[C@@:43]([CH3:46])([CH2:44][CH2:45][C@@:28]2([CH:52]=[O:53])[CH2:27][CH2:26]1)[C@:42]1([CH3:47])[CH2:41][CH2:40][C@H:39]2[C:38]([CH3:49])([CH3:48])[C:37](=[O:50])[CH:36]=[CH:35][C@:34]2([CH3:51])[C@H:33]1[CH2:32][CH2:31]3)=[CH2:22], predict the reactants needed to synthesize it. The reactants are: [O-][Si]([O-])=O.[Mg+2].C([O-])(=O)C.[Na+].[Cr](Cl)([O-])(=O)=O.[NH+]1C=CC=CC=1.[CH3:22][C:23]([C@H:25]1[C@@H:29]2[C@@H:30]3[C@@:43]([CH3:46])([CH2:44][CH2:45][C@@:28]2([CH2:52][OH:53])[CH2:27][CH2:26]1)[C@@:42]1([CH3:47])[C@@H:33]([C@:34]2([CH3:51])[C@@H:39]([CH2:40][CH2:41]1)[C:38]([CH3:49])([CH3:48])[C@@H:37]([OH:50])[CH2:36][CH2:35]2)[CH2:32][CH2:31]3)=[CH2:24]. (2) Given the product [CH3:38][O:39][C:40]([C@@H:42]1[CH2:47][N:46]([C:32]([N:12]2[C@@:13]([C:25]3[CH:26]=[CH:27][C:28]([Cl:31])=[CH:29][CH:30]=3)([CH3:24])[C@@:14]([C:17]3[CH:22]=[CH:21][C:20]([Cl:23])=[CH:19][CH:18]=3)([CH3:16])[N:15]=[C:11]2[C:8]2[CH:9]=[CH:10][C:5]([C:1]([CH3:4])([CH3:3])[CH3:2])=[CH:6][C:7]=2[O:35][CH2:36][CH3:37])=[O:33])[CH2:45][CH2:44][N:43]1[CH3:48])=[O:41], predict the reactants needed to synthesize it. The reactants are: [C:1]([C:5]1[CH:10]=[CH:9][C:8]([C:11]2[N:12]([C:32](Cl)=[O:33])[C@@:13]([C:25]3[CH:30]=[CH:29][C:28]([Cl:31])=[CH:27][CH:26]=3)([CH3:24])[C@@:14]([C:17]3[CH:22]=[CH:21][C:20]([Cl:23])=[CH:19][CH:18]=3)([CH3:16])[N:15]=2)=[C:7]([O:35][CH2:36][CH3:37])[CH:6]=1)([CH3:4])([CH3:3])[CH3:2].[CH3:38][O:39][C:40]([C@@H:42]1[CH2:47][NH:46][CH2:45][CH2:44][N:43]1[CH3:48])=[O:41]. (3) Given the product [Cl:21][C:9]1[C:8]([O:12][CH3:13])=[C:3]([C:2]([OH:1])=[CH:11][CH:10]=1)[C:4]([O:6][CH3:7])=[O:5], predict the reactants needed to synthesize it. The reactants are: [OH:1][C:2]1[CH:11]=[CH:10][CH:9]=[C:8]([O:12][CH3:13])[C:3]=1[C:4]([O:6][CH3:7])=[O:5].C1C(=O)N([Cl:21])C(=O)C1.C(O)(C(F)(F)F)=O. (4) Given the product [C:12]([O:11][C:9]([N:21]1[C:22]2[C:18](=[C:17]([Br:16])[CH:25]=[CH:24][CH:23]=2)[CH:19]=[CH:20]1)=[O:10])([CH3:13])([CH3:14])[CH3:15], predict the reactants needed to synthesize it. The reactants are: [C:9](O[C:9]([O:11][C:12]([CH3:15])([CH3:14])[CH3:13])=[O:10])([O:11][C:12]([CH3:15])([CH3:14])[CH3:13])=[O:10].[Br:16][C:17]1[CH:25]=[CH:24][CH:23]=[C:22]2[C:18]=1[CH:19]=[CH:20][NH:21]2. (5) Given the product [C:20]1([C:13]2([N:10]3[CH2:11][CH2:12][CH:7]([N:6]4[C:5]5[CH:26]=[CH:27][CH:28]=[CH:29][C:4]=5[N:3]=[C:2]4[N:40]4[CH2:41][CH:42]5[N:37]([C:35]([O:34][C:30]([CH3:33])([CH3:32])[CH3:31])=[O:36])[CH:38]([CH2:44][CH2:43]5)[CH2:39]4)[CH2:8][CH2:9]3)[CH2:19][CH2:18][CH2:17][CH2:16][CH2:15][CH2:14]2)[CH:25]=[CH:24][CH:23]=[CH:22][CH:21]=1, predict the reactants needed to synthesize it. The reactants are: Cl[C:2]1[N:6]([CH:7]2[CH2:12][CH2:11][N:10]([C:13]3([C:20]4[CH:25]=[CH:24][CH:23]=[CH:22][CH:21]=4)[CH2:19][CH2:18][CH2:17][CH2:16][CH2:15][CH2:14]3)[CH2:9][CH2:8]2)[C:5]2[CH:26]=[CH:27][CH:28]=[CH:29][C:4]=2[N:3]=1.[C:30]([O:34][C:35]([N:37]1[CH:42]2[CH2:43][CH2:44][CH:38]1[CH2:39][NH:40][CH2:41]2)=[O:36])([CH3:33])([CH3:32])[CH3:31]. (6) Given the product [F:1][C:2]1[CH:10]=[C:6]([C:7]([NH:19][C@@H:20]2[CH2:25][CH2:24][C@H:23]([NH:26][C:27](=[O:33])[O:28][C:29]([CH3:31])([CH3:30])[CH3:32])[CH2:22][CH2:21]2)=[O:9])[C:5]([NH:11][C:12]2[CH:17]=[CH:16][CH:15]=[C:14]([I:18])[CH:13]=2)=[N:4][CH:3]=1, predict the reactants needed to synthesize it. The reactants are: [F:1][C:2]1[CH:3]=[N:4][C:5]([NH:11][C:12]2[CH:17]=[CH:16][CH:15]=[C:14]([I:18])[CH:13]=2)=[C:6]([CH:10]=1)[C:7]([OH:9])=O.[NH2:19][C@@H:20]1[CH2:25][CH2:24][C@H:23]([NH:26][C:27](=[O:33])[O:28][C:29]([CH3:32])([CH3:31])[CH3:30])[CH2:22][CH2:21]1.C(N(CC)CC)C.C(OCC)C.O.